Dataset: Peptide-MHC class I binding affinity with 185,985 pairs from IEDB/IMGT. Task: Regression. Given a peptide amino acid sequence and an MHC pseudo amino acid sequence, predict their binding affinity value. This is MHC class I binding data. The peptide sequence is FVVDNVHTW. The MHC is HLA-B53:01 with pseudo-sequence HLA-B53:01. The binding affinity (normalized) is 0.803.